Dataset: Full USPTO retrosynthesis dataset with 1.9M reactions from patents (1976-2016). Task: Predict the reactants needed to synthesize the given product. The reactants are: [CH3:1][N:2]1[C:10]2[C:5](=[CH:6][CH:7]=[CH:8][CH:9]=2)[CH:4]=[C:3]1[C:11](Cl)=[O:12].[NH2:14][C:15]1[C:20]2[C:21]([C:24]3[CH:29]=[CH:28][C:27]([NH2:30])=[C:26]([O:31][CH3:32])[CH:25]=3)=[CH:22][S:23][C:19]=2[C:18]([NH:33][C:34](=[O:43])[CH2:35][CH2:36][N:37]2[CH2:42][CH2:41][O:40][CH2:39][CH2:38]2)=[CH:17][N:16]=1. Given the product [NH2:14][C:15]1[C:20]2[C:21]([C:24]3[CH:29]=[CH:28][C:27]([NH:30][C:11]([C:3]4[N:2]([CH3:1])[C:10]5[C:5]([CH:4]=4)=[CH:6][CH:7]=[CH:8][CH:9]=5)=[O:12])=[C:26]([O:31][CH3:32])[CH:25]=3)=[CH:22][S:23][C:19]=2[C:18]([NH:33][C:34](=[O:43])[CH2:35][CH2:36][N:37]2[CH2:38][CH2:39][O:40][CH2:41][CH2:42]2)=[CH:17][N:16]=1, predict the reactants needed to synthesize it.